From a dataset of Full USPTO retrosynthesis dataset with 1.9M reactions from patents (1976-2016). Predict the reactants needed to synthesize the given product. Given the product [CH:24]([C:13]1([CH:12]=[CH:11][CH3:10])[C:18](=[O:19])[O:17][C:15](=[O:16])[C:14]1([CH:14]=[CH:13][CH3:18])[CH:10]=[CH:11][CH3:12])=[CH:23][CH3:22], predict the reactants needed to synthesize it. The reactants are: CCCCCCCCC[CH2:10]/[CH:11]=[CH:12]/[CH:13]1[C:18](=[O:19])[O:17][C:15](=[O:16])[CH2:14]1.[OH-].[K+].[CH3:22][C:23]#[CH:24].